From a dataset of Peptide-MHC class I binding affinity with 185,985 pairs from IEDB/IMGT. Regression. Given a peptide amino acid sequence and an MHC pseudo amino acid sequence, predict their binding affinity value. This is MHC class I binding data. (1) The peptide sequence is RANNNRLPK. The MHC is HLA-A03:01 with pseudo-sequence HLA-A03:01. The binding affinity (normalized) is 0.340. (2) The peptide sequence is AEILSGRVI. The binding affinity (normalized) is 0.0847. The MHC is HLA-B57:01 with pseudo-sequence HLA-B57:01. (3) The peptide sequence is VLDMFRTAF. The MHC is HLA-B07:02 with pseudo-sequence HLA-B07:02. The binding affinity (normalized) is 0.164. (4) The peptide sequence is GPWHLGKLEI. The MHC is HLA-B07:02 with pseudo-sequence HLA-B07:02. The binding affinity (normalized) is 0.544. (5) The peptide sequence is YIPGTSVIR. The MHC is HLA-A31:01 with pseudo-sequence HLA-A31:01. The binding affinity (normalized) is 0.399. (6) The peptide sequence is VVYMDMGVR. The MHC is HLA-A02:19 with pseudo-sequence HLA-A02:19. The binding affinity (normalized) is 0.0847. (7) The peptide sequence is VTTTNPLIRH. The MHC is HLA-A68:01 with pseudo-sequence HLA-A68:01. The binding affinity (normalized) is 0.